From a dataset of Forward reaction prediction with 1.9M reactions from USPTO patents (1976-2016). Predict the product of the given reaction. (1) Given the reactants I[C:2]1[CH:3]=[CH:4][C:5]([O:11][CH3:12])=[C:6]([CH:10]=1)[C:7]([NH2:9])=[O:8].CC1(C)C(C)(C)OB([C:21]2[CH:22]=[C:23]3[C:28](=[CH:29][CH:30]=2)[CH:27]=[C:26]([NH:31][C:32]([C:34]2[CH:38]=[CH:37][S:36][CH:35]=2)=[O:33])[CH:25]=[CH:24]3)O1.C([O-])([O-])=O.[K+].[K+].O1CCOCC1, predict the reaction product. The product is: [C:7]([C:6]1[CH:10]=[C:2]([C:21]2[CH:22]=[C:23]3[C:28](=[CH:29][CH:30]=2)[CH:27]=[C:26]([NH:31][C:32]([C:34]2[CH:38]=[CH:37][S:36][CH:35]=2)=[O:33])[CH:25]=[CH:24]3)[CH:3]=[CH:4][C:5]=1[O:11][CH3:12])(=[O:8])[NH2:9]. (2) Given the reactants [C:1](Cl)(=[O:3])[CH3:2].[NH2:5][C:6]1[CH:11]=[CH:10][C:9]([C:12]2[CH:19]=[C:18]([Cl:20])[C:15]([C:16]#[N:17])=[C:14]([C:21]3[CH:26]=[CH:25][C:24]([O:27][C:28]4[CH:33]=[CH:32][CH:31]=[CH:30][CH:29]=4)=[CH:23][CH:22]=3)[N:13]=2)=[CH:8][CH:7]=1.CCN(C(C)C)C(C)C, predict the reaction product. The product is: [Cl:20][C:18]1[C:15]([C:16]#[N:17])=[C:14]([C:21]2[CH:26]=[CH:25][C:24]([O:27][C:28]3[CH:29]=[CH:30][CH:31]=[CH:32][CH:33]=3)=[CH:23][CH:22]=2)[N:13]=[C:12]([C:9]2[CH:8]=[CH:7][C:6]([NH:5][C:1](=[O:3])[CH3:2])=[CH:11][CH:10]=2)[CH:19]=1. (3) Given the reactants O.[OH-].[Li+].[CH:4]1([CH2:7][O:8][C:9]2[N:14]=[C:13]([C:15]([NH:17][C:18]3([CH2:32][C:33]([O:35]CC)=[O:34])[CH2:21][N:20]([C:22]([O:24][CH2:25][C:26]4[CH:31]=[CH:30][CH:29]=[CH:28][CH:27]=4)=[O:23])[CH2:19]3)=[O:16])[CH:12]=[CH:11][C:10]=2[N:38]2[CH2:41][C:40]([F:43])([F:42])[CH2:39]2)[CH2:6][CH2:5]1, predict the reaction product. The product is: [CH2:25]([O:24][C:22]([N:20]1[CH2:21][C:18]([CH2:32][C:33]([OH:35])=[O:34])([NH:17][C:15]([C:13]2[CH:12]=[CH:11][C:10]([N:38]3[CH2:41][C:40]([F:43])([F:42])[CH2:39]3)=[C:9]([O:8][CH2:7][CH:4]3[CH2:6][CH2:5]3)[N:14]=2)=[O:16])[CH2:19]1)=[O:23])[C:26]1[CH:27]=[CH:28][CH:29]=[CH:30][CH:31]=1. (4) Given the reactants C(O)(C(F)(F)F)=O.[NH2:8][C:9](=[O:47])[CH:10]([C:12]1[CH:46]=[CH:45][CH:44]=[CH:43][C:13]=1[CH2:14][CH2:15][C:16]1[C:21]([Cl:22])=[CH:20][N:19]=[C:18]([NH:23][C:24]2[CH:25]=[CH:26][C:27]([CH:30]3[CH2:35][CH2:34][N:33](C(OC(C)(C)C)=O)[CH2:32][CH2:31]3)=[N:28][CH:29]=2)[N:17]=1)[CH3:11], predict the reaction product. The product is: [Cl:22][C:21]1[C:16]([CH2:15][CH2:14][C:13]2[CH:43]=[CH:44][CH:45]=[CH:46][C:12]=2[CH:10]([CH3:11])[C:9]([NH2:8])=[O:47])=[N:17][C:18]([NH:23][C:24]2[CH:29]=[N:28][C:27]([CH:30]3[CH2:35][CH2:34][NH:33][CH2:32][CH2:31]3)=[CH:26][CH:25]=2)=[N:19][CH:20]=1. (5) Given the reactants CON(C)[C:4]([C:6]1[C:14]2[C:9](=[CH:10][CH:11]=[C:12]([O:15][CH3:16])[CH:13]=2)[N:8]([S:17]([C:20]2[CH:26]=[CH:25][C:23](C)=[CH:22][CH:21]=2)(=[O:19])=[O:18])[N:7]=1)=[O:5].[H-].[H-].[H-].[H-].[Li+].[Al+3], predict the reaction product. The product is: [CH3:16][O:15][C:12]1[CH:13]=[C:14]2[C:9](=[CH:10][CH:11]=1)[N:8]([S:17]([C:20]1[CH:26]=[CH:25][CH:23]=[CH:22][CH:21]=1)(=[O:19])=[O:18])[N:7]=[C:6]2[CH:4]=[O:5]. (6) Given the reactants [Cl:1][C:2]1[CH:7]=[C:6]([O:8][CH3:9])[C:5](I)=[CH:4][C:3]=1[C:11]1[CH:16]=[C:15]([Cl:17])[CH:14]=[CH:13][C:12]=1[Cl:18].[CH2:19]([Sn](CCCC)(CCCC)C=C)[CH2:20]CC, predict the reaction product. The product is: [Cl:1][C:2]1[CH:7]=[C:6]([O:8][CH3:9])[C:5]([CH:19]=[CH2:20])=[CH:4][C:3]=1[C:11]1[CH:16]=[C:15]([Cl:17])[CH:14]=[CH:13][C:12]=1[Cl:18]. (7) Given the reactants [CH3:1][C:2]1([CH3:12])[O:6][CH:5]([C:7]([O:9]C)=[O:8])[CH:4]([CH3:11])[O:3]1.[OH-].[Li+].C(O)(=O)CC(CC(O)=O)(C(O)=O)O, predict the reaction product. The product is: [CH3:1][C:2]1([CH3:12])[O:6][CH:5]([C:7]([OH:9])=[O:8])[CH:4]([CH3:11])[O:3]1.